Task: Predict the product of the given reaction.. Dataset: Forward reaction prediction with 1.9M reactions from USPTO patents (1976-2016) (1) Given the reactants [CH2:1]([C:3]1[C:8]([CH2:9][CH2:10][CH2:11][CH2:12][C:13]([F:17])=[C:14]([F:16])[F:15])=[C:7](O)[N:6]2[N:19]=[CH:20][N:21]=[C:5]2[N:4]=1)[CH3:2].P(Cl)(Cl)([Cl:24])=O, predict the reaction product. The product is: [Cl:24][C:7]1[N:6]2[N:19]=[CH:20][N:21]=[C:5]2[N:4]=[C:3]([CH2:1][CH3:2])[C:8]=1[CH2:9][CH2:10][CH2:11][CH2:12][C:13]([F:17])=[C:14]([F:16])[F:15]. (2) Given the reactants [C:1]([C:4]1[CH:5]=[C:6]([C:11]2[CH:16]=[CH:15][CH:14]=[C:13]([C:17]#[N:18])[CH:12]=2)[CH:7]=[CH:8][C:9]=1[OH:10])(=[O:3])[CH3:2].[C:19]([N:22]1[CH2:27][CH2:26][C:25](=O)[CH2:24][CH2:23]1)(=[O:21])[CH3:20].N1CCCC1, predict the reaction product. The product is: [C:19]([N:22]1[CH2:27][CH2:26][C:25]2([CH2:2][C:1](=[O:3])[C:4]3[C:9](=[CH:8][CH:7]=[C:6]([C:11]4[CH:12]=[C:13]([CH:14]=[CH:15][CH:16]=4)[C:17]#[N:18])[CH:5]=3)[O:10]2)[CH2:24][CH2:23]1)(=[O:21])[CH3:20]. (3) Given the reactants [CH:1]([CH2:3][C:4](O)=[O:5])=[CH2:2].CCN=C=NCCCN(C)C.Cl.[NH2:19][CH2:20][CH:21]([C:24]1[C:33]2[C:28](=[CH:29][CH:30]=[C:31]([O:34][CH3:35])[CH:32]=2)[CH:27]=[CH:26][CH:25]=1)[CH2:22][OH:23].O, predict the reaction product. The product is: [OH:23][CH2:22][CH:21]([C:24]1[C:33]2[C:28](=[CH:29][CH:30]=[C:31]([O:34][CH3:35])[CH:32]=2)[CH:27]=[CH:26][CH:25]=1)[CH2:20][NH:19][C:4](=[O:5])[CH2:3][CH:1]=[CH2:2]. (4) Given the reactants [H-].[Na+].[Cl:3][C:4]1[CH:23]=[C:22]([Cl:24])[CH:21]=[CH:20][C:5]=1[CH2:6][N:7]1[C:11]2[CH:12]=[C:13]([CH2:17][OH:18])[CH:14]=[C:15]([CH3:16])[C:10]=2[N:9]=[C:8]1[CH3:19].Cl[C:26]1[N:34]=[CH:33][CH:32]=[CH:31][C:27]=1[C:28]([OH:30])=[O:29], predict the reaction product. The product is: [Cl:3][C:4]1[CH:23]=[C:22]([Cl:24])[CH:21]=[CH:20][C:5]=1[CH2:6][N:7]1[C:11]2[CH:12]=[C:13]([CH2:17][O:18][C:26]3[N:34]=[CH:33][CH:32]=[CH:31][C:27]=3[C:28]([OH:30])=[O:29])[CH:14]=[C:15]([CH3:16])[C:10]=2[N:9]=[C:8]1[CH3:19].